From a dataset of NCI-60 drug combinations with 297,098 pairs across 59 cell lines. Regression. Given two drug SMILES strings and cell line genomic features, predict the synergy score measuring deviation from expected non-interaction effect. (1) Cell line: HT29. Drug 2: C1C(C(OC1N2C=NC3=C(N=C(N=C32)Cl)N)CO)O. Drug 1: C1=CC(=CC=C1C#N)C(C2=CC=C(C=C2)C#N)N3C=NC=N3. Synergy scores: CSS=-5.73, Synergy_ZIP=4.99, Synergy_Bliss=0.917, Synergy_Loewe=-13.0, Synergy_HSA=-10.5. (2) Drug 1: C1=NC2=C(N1)C(=S)N=CN2. Drug 2: CC(C)NC(=O)C1=CC=C(C=C1)CNNC.Cl. Cell line: CAKI-1. Synergy scores: CSS=31.5, Synergy_ZIP=-2.33, Synergy_Bliss=-1.96, Synergy_Loewe=-32.1, Synergy_HSA=-0.548.